Dataset: Forward reaction prediction with 1.9M reactions from USPTO patents (1976-2016). Task: Predict the product of the given reaction. (1) Given the reactants [NH2:1][C:2]1[S:3][C:4]2[C:10](=[O:11])[CH2:9][CH2:8][CH2:7][C:5]=2[N:6]=1.[C:12]1([CH:18]([CH2:22][CH3:23])[C:19](O)=[O:20])[CH:17]=[CH:16][CH:15]=[CH:14][CH:13]=1.C(N(CC)CC)C.F[P-](F)(F)(F)(F)F.N1(OC(N(C)C)=[N+](C)C)C2N=CC=CC=2N=N1, predict the reaction product. The product is: [O:11]=[C:10]1[C:4]2[S:3][C:2]([NH:1][C:19](=[O:20])[CH:18]([C:12]3[CH:17]=[CH:16][CH:15]=[CH:14][CH:13]=3)[CH2:22][CH3:23])=[N:6][C:5]=2[CH2:7][CH2:8][CH2:9]1. (2) Given the reactants [N:1]1[CH:6]=[CH:5][CH:4]=[N:3][C:2]=1[C:7](=[O:9])[CH3:8].[C:10]([Mg]Br)#[CH:11], predict the reaction product. The product is: [N:1]1[CH:6]=[CH:5][CH:4]=[N:3][C:2]=1[C:7]([OH:9])([C:10]#[CH:11])[CH3:8]. (3) Given the reactants [Br:1][C:2]1[C:3]([N:22]([CH3:27])[S:23]([CH3:26])(=[O:25])=[O:24])=[CH:4][C:5]2[O:9][C:8]([C:10]3[CH:15]=[CH:14][C:13]([F:16])=[CH:12][CH:11]=3)=[C:7]([C:17]([O:19]C)=[O:18])[C:6]=2[CH:21]=1.O[Li].O.Cl, predict the reaction product. The product is: [Br:1][C:2]1[C:3]([N:22]([CH3:27])[S:23]([CH3:26])(=[O:24])=[O:25])=[CH:4][C:5]2[O:9][C:8]([C:10]3[CH:15]=[CH:14][C:13]([F:16])=[CH:12][CH:11]=3)=[C:7]([C:17]([OH:19])=[O:18])[C:6]=2[CH:21]=1. (4) Given the reactants Cl[C:2]1N=NN=[C:4]([Cl:8])[C:3]=1Cl.[CH2:10]([O:12][CH2:13][O:14][C:15]1[CH:16]=C(CO)C=[C:19]([CH2:21]O)[CH:20]=1)[CH3:11].C(Cl)[Cl:26], predict the reaction product. The product is: [Cl:8][CH2:4][C:3]1[CH:16]=[C:15]([O:14][CH2:13][O:12][CH2:10][CH3:11])[CH:20]=[C:19]([CH2:21][Cl:26])[CH:2]=1. (5) Given the reactants [C:1]([O:5][C:6]([N:8]([C:32]([O:34][C:35]([CH3:38])([CH3:37])[CH3:36])=[O:33])[C:9]1[C:10]([C:28]([O:30][CH3:31])=[O:29])=[N:11][C:12]([C:15]2[CH2:16][CH2:17][N:18]([C:21]([O:23][C:24]([CH3:27])([CH3:26])[CH3:25])=[O:22])[CH2:19][CH:20]=2)=[CH:13][N:14]=1)=[O:7])([CH3:4])([CH3:3])[CH3:2], predict the reaction product. The product is: [C:35]([O:34][C:32]([N:8]([C:6]([O:5][C:1]([CH3:4])([CH3:3])[CH3:2])=[O:7])[C:9]1[C:10]([C:28]([O:30][CH3:31])=[O:29])=[N:11][C:12]([CH:15]2[CH2:20][CH2:19][N:18]([C:21]([O:23][C:24]([CH3:26])([CH3:27])[CH3:25])=[O:22])[CH2:17][CH2:16]2)=[CH:13][N:14]=1)=[O:33])([CH3:36])([CH3:37])[CH3:38]. (6) Given the reactants Br[CH2:2][C:3]1[CH:4]=[C:5]([CH:10]=[CH:11][CH:12]=1)[C:6]([O:8][CH3:9])=[O:7].[CH:13]([NH2:16])([CH3:15])[CH3:14], predict the reaction product. The product is: [CH:13]([NH:16][CH2:2][C:3]1[CH:4]=[C:5]([CH:10]=[CH:11][CH:12]=1)[C:6]([O:8][CH3:9])=[O:7])([CH3:15])[CH3:14].